Dataset: Reaction yield outcomes from USPTO patents with 853,638 reactions. Task: Predict the reaction yield, written as a fraction of the theoretical maximum amount of product (1.0 means a 100% yield; for example, 0.34 means a 34% yield). (1) The reactants are Br[C:2]1[N:6]([CH2:7][CH3:8])[CH:5]=[C:4]([C:9]([NH2:11])=[O:10])[CH:3]=1.C(=O)([O-])[O-].[Cs+].[Cs+].CC1(C)C(C)(C)OB([C:26]2[CH:31]=[CH:30][N:29]=[C:28]([NH:32][C:33](=[O:35])[CH3:34])[CH:27]=2)O1. The catalyst is O1CCOCC1.O.C1C=CC([P]([Pd]([P](C2C=CC=CC=2)(C2C=CC=CC=2)C2C=CC=CC=2)([P](C2C=CC=CC=2)(C2C=CC=CC=2)C2C=CC=CC=2)[P](C2C=CC=CC=2)(C2C=CC=CC=2)C2C=CC=CC=2)(C2C=CC=CC=2)C2C=CC=CC=2)=CC=1. The product is [C:33]([NH:32][C:28]1[CH:27]=[C:26]([C:2]2[N:6]([CH2:7][CH3:8])[CH:5]=[C:4]([C:9]([NH2:11])=[O:10])[CH:3]=2)[CH:31]=[CH:30][N:29]=1)(=[O:35])[CH3:34]. The yield is 0.520. (2) The reactants are [CH3:1][N:2]([CH2:11][C:12]([O:14][C:15]([CH3:18])([CH3:17])[CH3:16])=[O:13])[C:3]1[N:8]=[CH:7][CH:6]=[C:5]([C:9]#[N:10])[N:4]=1.[C:19](OC)(=[O:27])[C:20]1[C:21](=[CH:23][CH:24]=[CH:25][CH:26]=1)[SH:22].C(N(CC)CC)C. The catalyst is C1(C)C=CC=CC=1. The product is [CH3:1][N:2]([CH2:11][C:12]([O:14][C:15]([CH3:18])([CH3:17])[CH3:16])=[O:13])[C:3]1[N:8]=[CH:7][CH:6]=[C:5]([C:9]2[S:22][C:21]3[CH:23]=[CH:24][CH:25]=[CH:26][C:20]=3[C:19](=[O:27])[N:10]=2)[N:4]=1. The yield is 0.390. (3) The reactants are Br[CH2:2][CH:3](OCC)OCC.Br.C(=O)(O)[O-].[Na+].[Br:16][C:17]1[C:18]([NH2:24])=[N:19][CH:20]=[C:21]([Br:23])[N:22]=1.C(=O)([O-])[O-].[K+].[K+]. No catalyst specified. The product is [Br:23][C:21]1[N:22]=[C:17]([Br:16])[C:18]2[N:19]([CH:2]=[CH:3][N:24]=2)[CH:20]=1. The yield is 0.940. (4) The reactants are C(O)(C(F)(F)F)=O.[CH2:8]([O:47][CH:48]1[C@H:52]2[C@H:53](OC3CCCCO3)[N:54](C(OC(C)(C)C)=O)[C:55]3[CH:62]=[CH:61][C:60]([O:63][CH3:64])=[CH:59][C:56]=3[C:57](=[O:58])[N:51]2[CH2:50][CH2:49]1)[CH2:9][CH2:10][CH2:11][CH2:12][CH2:13][CH2:14][O:15][CH:16]1[C@H:20]2[C@H:21](OC3CCCCO3)[N:22](C(OC(C)(C)C)=O)[C:23]3[CH:30]=[CH:29][C:28]([O:31][CH3:32])=[CH:27][C:24]=3[C:25](=[O:26])[N:19]2[CH2:18][CH2:17]1.C([O-])(O)=O.[Na+]. The catalyst is CO.C(Cl)(Cl)Cl. The product is [CH2:8]([O:47][CH:48]1[C@@H:52]2[CH:53]=[N:54][C:55]3[CH:62]=[CH:61][C:60]([O:63][CH3:64])=[CH:59][C:56]=3[C:57](=[O:58])[N:51]2[CH2:50][CH2:49]1)[CH2:9][CH2:10][CH2:11][CH2:12][CH2:13][CH2:14][O:15][CH:16]1[C@@H:20]2[CH:21]=[N:22][C:23]3[CH:30]=[CH:29][C:28]([O:31][CH3:32])=[CH:27][C:24]=3[C:25](=[O:26])[N:19]2[CH2:18][CH2:17]1. The yield is 0.850. (5) The reactants are C(Br)(Br)(Br)Br.[C:6]1(P(C2C=CC=CC=2)C2C=CC=CC=2)C=CC=CC=1.[F:25][C:26]1[CH:33]=[CH:32][CH:31]=[CH:30][C:27]=1[CH:28]=O.[O:34]=[C:35]1[CH2:40][CH2:39][N:38]([C:41]([O:43][C:44]([CH3:47])([CH3:46])[CH3:45])=[O:42])[CH2:37][CH2:36]1.[Cl-].[NH4+]. The catalyst is ClCCl.O1CCCC1.CCCCCC. The product is [C:44]([O:43][C:41]([N:38]1[CH2:37][CH2:36][C:35]([C:6]#[C:28][C:27]2[CH:30]=[CH:31][CH:32]=[CH:33][C:26]=2[F:25])([OH:34])[CH2:40][CH2:39]1)=[O:42])([CH3:47])([CH3:46])[CH3:45]. The yield is 0.230. (6) The reactants are [F:1][C:2]1[CH:7]=[CH:6][C:5]([OH:8])=[CH:4][CH:3]=1.[C:9](O)([CH3:12])([CH3:11])[CH3:10]. The catalyst is S(=O)(=O)(O)O. The product is [C:9]([C:6]1[CH:7]=[C:2]([F:1])[CH:3]=[C:4]([C:9]([CH3:12])([CH3:11])[CH3:10])[C:5]=1[OH:8])([CH3:12])([CH3:11])[CH3:10]. The yield is 0.0700. (7) The product is [Cl:1][C:2]1[CH:9]=[C:8]([N:10]([C@H:22]2[CH2:26][CH2:25][N:24]([CH3:27])[CH2:23]2)[CH2:11][C:12]2[CH:17]=[CH:16][CH:15]=[CH:14][C:13]=2[C:18]([F:19])([F:20])[F:21])[CH:7]=[CH:6][C:3]=1[C:4]#[N:5]. The reactants are [Cl:1][C:2]1[CH:9]=[C:8]([N:10]([C@H:22]2[CH2:26][CH2:25][NH:24][CH2:23]2)[CH2:11][C:12]2[CH:17]=[CH:16][CH:15]=[CH:14][C:13]=2[C:18]([F:21])([F:20])[F:19])[CH:7]=[CH:6][C:3]=1[C:4]#[N:5].[CH2:27]=O.[BH4-].[Na+].[NH4+].[Cl-]. The catalyst is O. The yield is 0.880.